From a dataset of Catalyst prediction with 721,799 reactions and 888 catalyst types from USPTO. Predict which catalyst facilitates the given reaction. (1) Product: [F:1][C:2]1[CH:7]=[CH:6][CH:5]=[C:4]([F:8])[C:3]=1[N:9]1[C:14]2[N:15]=[C:16]([NH:32][CH2:33][CH2:34][NH:35][CH3:36])[N:17]=[C:18]([C:19]3[CH:24]=[C:23]([CH:22]=[CH:21][C:20]=3[CH3:31])[C:25]([NH:27][CH:28]([CH3:29])[CH3:30])=[O:26])[C:13]=2[CH2:12][NH:11][C:10]1=[O:44]. Reactant: [F:1][C:2]1[CH:7]=[CH:6][CH:5]=[C:4]([F:8])[C:3]=1[N:9]1[C:14]2[N:15]=[C:16]([NH:32][CH2:33][CH2:34][N:35](C)[C:36](=O)OC(C)(C)C)[N:17]=[C:18]([C:19]3[CH:24]=[C:23]([C:25]([NH:27][CH:28]([CH3:30])[CH3:29])=[O:26])[CH:22]=[CH:21][C:20]=3[CH3:31])[C:13]=2[CH2:12][NH:11][C:10]1=[O:44].C(O)(C(F)(F)F)=O. The catalyst class is: 2. (2) Reactant: [CH2:1]([C:8]1[S:12][C:11]2[CH:13]=[CH:14][CH:15]=[CH:16][C:10]=2[C:9]=1[CH2:17][CH2:18][C:19]1[CH:24]=[CH:23][C:22]([O:25]C)=[CH:21][CH:20]=1)[C:2]1[CH:7]=[CH:6][CH:5]=[CH:4][CH:3]=1.B(Br)(Br)Br. Product: [CH2:1]([C:8]1[S:12][C:11]2[CH:13]=[CH:14][CH:15]=[CH:16][C:10]=2[C:9]=1[CH2:17][CH2:18][C:19]1[CH:24]=[CH:23][C:22]([OH:25])=[CH:21][CH:20]=1)[C:2]1[CH:7]=[CH:6][CH:5]=[CH:4][CH:3]=1. The catalyst class is: 2. (3) Reactant: C(N1CCN([C:14]2[CH:23]=[N:22][C:21]3[C:16](=[CH:17][CH:18]=[CH:19][CH:20]=3)[N:15]=2)CC1)C1C=CC=CC=1.ClC(O[CH:28]=[CH2:29])=O. Product: [N:15]1([C:20]2[CH:19]=[CH:18][CH:17]=[C:16]3[C:21]=2[N:22]=[CH:23][CH:14]=[N:15]3)[CH2:29][CH2:28][NH:22][CH2:23][CH2:14]1. The catalyst class is: 2.